Dataset: Reaction yield outcomes from USPTO patents with 853,638 reactions. Task: Predict the reaction yield, written as a fraction of the theoretical maximum amount of product (1.0 means a 100% yield; for example, 0.34 means a 34% yield). The reactants are [CH2:1]([O:3][C:4]1[CH:5]=[C:6]2[C:11](=[CH:12][C:13]=1[O:14][CH3:15])[N:10]=[CH:9][NH:8][C:7]2=O)[CH3:2].O=P(Cl)(Cl)[Cl:19]. The catalyst is C1(C)C=CC=CC=1. The product is [Cl:19][C:7]1[C:6]2[C:11](=[CH:12][C:13]([O:14][CH3:15])=[C:4]([O:3][CH2:1][CH3:2])[CH:5]=2)[N:10]=[CH:9][N:8]=1. The yield is 0.340.